Dataset: Reaction yield outcomes from USPTO patents with 853,638 reactions. Task: Predict the reaction yield, written as a fraction of the theoretical maximum amount of product (1.0 means a 100% yield; for example, 0.34 means a 34% yield). (1) The reactants are [NH2:1][C:2]1[CH:7]=[CH:6][C:5]([CH2:8][C:9]([O:11][C:12]([CH3:15])([CH3:14])[CH3:13])=[O:10])=[CH:4][C:3]=1[O:16][CH3:17].C(N(CC)CC)C.[CH3:25][O:26][C:27]1[CH:32]=[CH:31][CH:30]=[CH:29][C:28]=1[N:33]=[C:34]=[O:35]. The catalyst is C1COCC1. The product is [CH3:25][O:26][C:27]1[CH:32]=[CH:31][CH:30]=[CH:29][C:28]=1[NH:33][C:34](=[O:35])[NH:1][C:2]1[CH:7]=[CH:6][C:5]([CH2:8][C:9]([O:11][C:12]([CH3:14])([CH3:13])[CH3:15])=[O:10])=[CH:4][C:3]=1[O:16][CH3:17]. The yield is 0.900. (2) The catalyst is ClCCl. The reactants are [CH3:1][CH2:2][CH2:3][CH:4]([NH2:8])[CH2:5][CH2:6][CH3:7].C(N(CC)CC)C.[O:16]1[C:20]2[CH:21]=[CH:22][C:23]([C:25](Cl)=[O:26])=[CH:24][C:19]=2[O:18][CH2:17]1. The product is [CH3:1][CH2:2][CH2:3][CH:4]([NH:8][C:25]([C:23]1[CH:22]=[CH:21][C:20]2[O:16][CH2:17][O:18][C:19]=2[CH:24]=1)=[O:26])[CH2:5][CH2:6][CH3:7]. The yield is 0.483. (3) The reactants are [CH3:1][O:2][C:3]1[CH:4]=[C:5]([CH2:9][CH2:10][NH:11][C:12](=O)[CH2:13][C:14]2[CH:19]=[CH:18][C:17]([O:20][CH2:21][C:22]3[CH:27]=[CH:26][CH:25]=[CH:24][CH:23]=3)=[CH:16][CH:15]=2)[CH:6]=[CH:7][CH:8]=1.P(Cl)(Cl)(Cl)=O.[BH4-].[Na+]. The catalyst is C(#N)C. The product is [CH3:1][O:2][C:3]1[CH:4]=[C:5]2[C:6](=[CH:7][CH:8]=1)[CH:12]([CH2:13][C:14]1[CH:19]=[CH:18][C:17]([O:20][CH2:21][C:22]3[CH:27]=[CH:26][CH:25]=[CH:24][CH:23]=3)=[CH:16][CH:15]=1)[NH:11][CH2:10][CH2:9]2. The yield is 0.280. (4) The reactants are ClC(Cl)(Cl)C[O:4][C:5](=[O:35])[C:6]1[CH:11]=[CH:10][CH:9]=[CH:8][C:7]=1[CH2:12][S:13][C:14]1[CH:19]=[CH:18][CH:17]=[C:16]([CH2:20][C:21]([O:23][CH2:24][C:25]2[CH:30]=[CH:29][C:28]([C:31]([F:34])([F:33])[F:32])=[CH:27][CH:26]=2)=[O:22])[CH:15]=1.CC(O)=O. The catalyst is C(Cl)Cl.[Zn]. The product is [F:34][C:31]([F:32])([F:33])[C:28]1[CH:29]=[CH:30][C:25]([CH2:24][O:23][C:21]([CH2:20][C:16]2[CH:15]=[C:14]([S:13][CH2:12][C:7]3[CH:8]=[CH:9][CH:10]=[CH:11][C:6]=3[C:5]([OH:35])=[O:4])[CH:19]=[CH:18][CH:17]=2)=[O:22])=[CH:26][CH:27]=1. The yield is 0.700. (5) The reactants are [F:1][C:2]1[C:7]([F:8])=[CH:6][C:5]([C:9]2[CH:14]=[CH:13][C:12]([O:15][CH2:16][C:17]3[CH:25]=[C:24]4[C:20]([CH:21]=[N:22][NH:23]4)=[CH:19][CH:18]=3)=[CH:11][CH:10]=2)=[C:4]([O:26][CH3:27])[CH:3]=1.Br[CH2:29][C:30]([O:32][CH2:33][CH3:34])=[O:31].C(=O)([O-])[O-].[Cs+].[Cs+].CCOC(C)=O. The catalyst is CN(C=O)C.O. The product is [CH2:33]([O:32][C:30](=[O:31])[CH2:29][N:23]1[C:24]2[C:20](=[CH:19][CH:18]=[C:17]([CH2:16][O:15][C:12]3[CH:11]=[CH:10][C:9]([C:5]4[CH:6]=[C:7]([F:8])[C:2]([F:1])=[CH:3][C:4]=4[O:26][CH3:27])=[CH:14][CH:13]=3)[CH:25]=2)[CH:21]=[N:22]1)[CH3:34]. The yield is 0.801.